From a dataset of Forward reaction prediction with 1.9M reactions from USPTO patents (1976-2016). Predict the product of the given reaction. (1) Given the reactants [Cl:1][C:2]1[C:10]([F:11])=[CH:9][CH:8]=[CH:7][C:3]=1[C:4]([OH:6])=O.[CH3:12][C:13]1[N:18]=[CH:17][C:16]([CH:19]([C:22]2[CH:27]=[CH:26][N:25]=[CH:24][CH:23]=2)[CH2:20][NH2:21])=[CH:15][N:14]=1, predict the reaction product. The product is: [Cl:1][C:2]1[C:10]([F:11])=[CH:9][CH:8]=[CH:7][C:3]=1[C:4]([NH:21][CH2:20][CH:19]([C:16]1[CH:17]=[N:18][C:13]([CH3:12])=[N:14][CH:15]=1)[C:22]1[CH:23]=[CH:24][N:25]=[CH:26][CH:27]=1)=[O:6]. (2) Given the reactants [C:1]([O:5][C:6]([NH:8][C@H:9]1[CH2:14][CH2:13][C@H:12]([NH:15][C:16]2[CH:24]=[CH:23][C:19]([C:20]([OH:22])=O)=[C:18]([O:25][CH3:26])[N:17]=2)[CH2:11][CH2:10]1)=[O:7])([CH3:4])([CH3:3])[CH3:2].Cl.C[N:29](C)CCCN=C=NCC.N1(O)C2C=CC=CC=2N=N1.N.Cl, predict the reaction product. The product is: [C:20]([C:19]1[CH:23]=[CH:24][C:16]([NH:15][C@H:12]2[CH2:11][CH2:10][C@H:9]([NH:8][C:6](=[O:7])[O:5][C:1]([CH3:4])([CH3:3])[CH3:2])[CH2:14][CH2:13]2)=[N:17][C:18]=1[O:25][CH3:26])(=[O:22])[NH2:29]. (3) The product is: [C:1]([O:5][C:6]([N:8]([CH2:13][CH:14]([NH:19][C@@H:23]1[CH2:25][CH2:28][O:27][CH2:24]1)[CH3:15])[CH2:9][C:10]([OH:12])=[O:11])=[O:7])([CH3:4])([CH3:3])[CH3:2]. Given the reactants [C:1]([O:5][C:6]([N:8]([CH2:13][C:14](=O)[CH3:15])[CH2:9][C:10]([OH:12])=[O:11])=[O:7])([CH3:4])([CH3:3])[CH3:2].CC[N:19]([CH:23]([CH3:25])[CH3:24])C(C)C.[BH-](OC(C)=O)(OC(C)=O)[O:27][C:28](C)=O.[Na+].CC([O-])=O.[Na+], predict the reaction product. (4) Given the reactants [CH3:1][C:2]1[N:3]=[C:4]([C:7]2[CH:11]=[C:10]([C:12]3[CH:17]=[CH:16][C:15]([O:18][C:19]([F:22])([F:21])[F:20])=[CH:14][CH:13]=3)[O:9][N:8]=2)[NH:5][N:6]=1.C([O-])([O-])=O.[K+].[K+].[Br:29][C:30]1[CH:35]=[CH:34][CH:33]=[C:32]([CH2:36]Br)[CH:31]=1, predict the reaction product. The product is: [Br:29][C:30]1[CH:31]=[C:32]([CH:33]=[CH:34][CH:35]=1)[CH2:36][N:6]1[C:2]([CH3:1])=[N:3][C:4]([C:7]2[CH:11]=[C:10]([C:12]3[CH:13]=[CH:14][C:15]([O:18][C:19]([F:22])([F:20])[F:21])=[CH:16][CH:17]=3)[O:9][N:8]=2)=[N:5]1. (5) Given the reactants [OH-].[Li+].[Cl:3][C:4]1[CH:5]=[C:6]([S:11]([N:14]2[CH2:19][CH2:18][CH2:17][CH2:16][CH:15]2[CH2:20][C:21]([O:23]C)=[O:22])(=[O:13])=[O:12])[CH:7]=[CH:8][C:9]=1[Cl:10], predict the reaction product. The product is: [Cl:3][C:4]1[CH:5]=[C:6]([S:11]([N:14]2[CH2:19][CH2:18][CH2:17][CH2:16][CH:15]2[CH2:20][C:21]([OH:23])=[O:22])(=[O:12])=[O:13])[CH:7]=[CH:8][C:9]=1[Cl:10].